Predict the reactants needed to synthesize the given product. From a dataset of Full USPTO retrosynthesis dataset with 1.9M reactions from patents (1976-2016). (1) Given the product [CH2:46]([O:45][C:43]([C:42]1[NH:40][CH:41]=[C:16]([C:17]#[N:18])[C:15]=1[C:12]1[CH:11]=[CH:10][C:9]([O:8][CH2:1][C:2]2[CH:3]=[CH:4][CH:5]=[CH:6][CH:7]=2)=[CH:14][CH:13]=1)=[O:44])[CH3:47], predict the reactants needed to synthesize it. The reactants are: [CH2:1]([O:8][C:9]1[CH:14]=[CH:13][C:12]([CH:15]=[C:16](S(C2C=CC(C)=CC=2)(=O)=O)[C:17]#[N:18])=[CH:11][CH:10]=1)[C:2]1[CH:7]=[CH:6][CH:5]=[CH:4][CH:3]=1.C1CCN2C(=NCCC2)CC1.[N+:40]([CH2:42][C:43]([O:45][CH2:46][CH3:47])=[O:44])#[C-:41].O. (2) The reactants are: [NH2:1][C:2]1[S:3][C:4]2[CH:10]=[C:9]([C:11]#N)[CH:8]=[C:7]([Br:13])[C:5]=2[N:6]=1.S(=O)(=O)(O)[OH:15].[OH2:19]. Given the product [NH2:1][C:2]1[S:3][C:4]2[CH:10]=[C:9]([C:11]([OH:15])=[O:19])[CH:8]=[C:7]([Br:13])[C:5]=2[N:6]=1, predict the reactants needed to synthesize it.